From a dataset of Reaction yield outcomes from USPTO patents with 853,638 reactions. Predict the reaction yield, written as a fraction of the theoretical maximum amount of product (1.0 means a 100% yield; for example, 0.34 means a 34% yield). (1) The reactants are [CH3:1][C:2]1[CH:3]=[CH:4][C:5]([NH2:8])=[N:6][CH:7]=1.[Cl-].C[Al+]C.[CH2:13]([N:15]1[CH:23]=[C:22]2[C:17]([CH:18]=[C:19]([C:25](OCC)=[O:26])[CH:20]=[C:21]2[OH:24])=[N:16]1)[CH3:14].[Cl-].[NH4+]. The catalyst is COCCOC.CO. The product is [CH2:13]([N:15]1[CH:23]=[C:22]2[C:17]([CH:18]=[C:19]([C:25]([NH:8][C:5]3[CH:4]=[CH:3][C:2]([CH3:1])=[CH:7][N:6]=3)=[O:26])[CH:20]=[C:21]2[OH:24])=[N:16]1)[CH3:14]. The yield is 0.270. (2) The reactants are Cl[C:2]1[C:3]2[C:7]([CH:8]=[CH:9][CH:10]=1)=[N:6][N:5]([CH:11]1[CH2:16][CH2:15][CH2:14][CH2:13][O:12]1)[CH:4]=2.CS(C)=O.[B:21]1([B:21]2[O:25][C:24]([CH3:27])([CH3:26])[C:23]([CH3:29])([CH3:28])[O:22]2)[O:25][C:24]([CH3:27])([CH3:26])[C:23]([CH3:29])([CH3:28])[O:22]1.C([O-])(=O)C.[K+]. The catalyst is Cl[Pd](Cl)([P](C1C=CC=CC=1)(C1C=CC=CC=1)C1C=CC=CC=1)[P](C1C=CC=CC=1)(C1C=CC=CC=1)C1C=CC=CC=1.C1(P(C2CCCCC2)C2CCCCC2)CCCCC1.CCOC(C)=O. The product is [O:12]1[CH2:13][CH2:14][CH2:15][CH2:16][CH:11]1[N:5]1[CH:4]=[C:3]2[C:7]([CH:8]=[CH:9][CH:10]=[C:2]2[B:21]2[O:25][C:24]([CH3:27])([CH3:26])[C:23]([CH3:29])([CH3:28])[O:22]2)=[N:6]1. The yield is 1.00. (3) The reactants are C([O:4][C:5]([C:7]1[CH:8]=[C:9]2[C:14](=[CH:15][CH:16]=1)[C:13]([O:17][CH:18]([CH3:20])[CH3:19])=[N:12][C:11]([NH:21][C:22]1[CH:26]=[C:25]([CH3:27])[NH:24][N:23]=1)=[CH:10]2)=[O:6])(C)C. The catalyst is [OH-].[K+].CO. The product is [CH:18]([O:17][C:13]1[C:14]2[C:9](=[CH:8][C:7]([C:5]([OH:6])=[O:4])=[CH:16][CH:15]=2)[CH:10]=[C:11]([NH:21][C:22]2[CH:26]=[C:25]([CH3:27])[NH:24][N:23]=2)[N:12]=1)([CH3:20])[CH3:19]. The yield is 0.910. (4) The reactants are [NH2:1][C:2]1[N:7]=[CH:6][C:5]([N:8]2[CH2:13][CH2:12][N:11]([C:14]([O:16][C:17]([CH3:20])([CH3:19])[CH3:18])=[O:15])[CH2:10][C@@H:9]2[CH3:21])=[CH:4][CH:3]=1.Br[C:23]1[C:24](=[O:31])[N:25]([CH3:30])[N:26]=[C:27]([Cl:29])[CH:28]=1.C([O-])([O-])=O.[Cs+].[Cs+]. The catalyst is C1C=CC(/C=C/C(/C=C/C2C=CC=CC=2)=O)=CC=1.C1C=CC(/C=C/C(/C=C/C2C=CC=CC=2)=O)=CC=1.C1C=CC(/C=C/C(/C=C/C2C=CC=CC=2)=O)=CC=1.[Pd].[Pd].CC1(C)C2C(=C(P(C3C=CC=CC=3)C3C=CC=CC=3)C=CC=2)OC2C(P(C3C=CC=CC=3)C3C=CC=CC=3)=CC=CC1=2.O1CCOCC1. The product is [Cl:29][C:27]1[CH:28]=[C:23]([NH:1][C:2]2[N:7]=[CH:6][C:5]([N:8]3[CH2:13][CH2:12][N:11]([C:14]([O:16][C:17]([CH3:20])([CH3:19])[CH3:18])=[O:15])[CH2:10][C@@H:9]3[CH3:21])=[CH:4][CH:3]=2)[C:24](=[O:31])[N:25]([CH3:30])[N:26]=1. The yield is 0.860. (5) The reactants are C([O:8][C:9]1[C:13]([O:14]CC2C=CC=CC=2)=[C:12]([C:22](=[O:26])[N:23]([CH3:25])[CH3:24])[N:11]([C:27]2[CH:32]=[CH:31][C:30]([O:33][CH3:34])=[CH:29][CH:28]=2)[C:10]=1[S:35]([NH:38][C:39](=[O:45])[O:40][C:41]([CH3:44])([CH3:43])[CH3:42])(=[O:37])=[O:36])C1C=CC=CC=1. The catalyst is CO.[Pd]. The product is [CH3:25][N:23]([CH3:24])[C:22]([C:12]1[N:11]([C:27]2[CH:28]=[CH:29][C:30]([O:33][CH3:34])=[CH:31][CH:32]=2)[C:10]([S:35]([NH:38][C:39](=[O:45])[O:40][C:41]([CH3:43])([CH3:44])[CH3:42])(=[O:36])=[O:37])=[C:9]([OH:8])[C:13]=1[OH:14])=[O:26]. The yield is 0.520. (6) The reactants are [Br:1][C:2]1[CH:3]=[C:4]([C:15]([OH:17])=O)[C:5](=[O:14])[N:6]([C:8]2[CH:13]=[CH:12][CH:11]=[CH:10][CH:9]=2)[CH:7]=1.[CH3:18][O:19][C:20]1[CH:21]=[C:22]2[C:27](=[CH:28][C:29]=1[O:30][CH3:31])[N:26]=[CH:25][CH:24]=[C:23]2[O:32][C:33]1[CH:38]=[CH:37][C:36]([NH2:39])=[CH:35][C:34]=1[F:40].C(Cl)CCl.C1C=NC2N(O)N=NC=2C=1.C(N(CC)C(C)C)(C)C. The catalyst is CN(C)C=O.C(OCC)(=O)C.O. The product is [Br:1][C:2]1[CH:3]=[C:4]([C:15]([NH:39][C:36]2[CH:37]=[CH:38][C:33]([O:32][C:23]3[C:22]4[C:27](=[CH:28][C:29]([O:30][CH3:31])=[C:20]([O:19][CH3:18])[CH:21]=4)[N:26]=[CH:25][CH:24]=3)=[C:34]([F:40])[CH:35]=2)=[O:17])[C:5](=[O:14])[N:6]([C:8]2[CH:9]=[CH:10][CH:11]=[CH:12][CH:13]=2)[CH:7]=1. The yield is 0.920. (7) The yield is 0.460. The reactants are [CH3:1][C:2]1[N:7]=[C:6]([N:8]2[CH2:13][CH2:12][C:11](=[CH:14][C:15]#[CH:16])[CH2:10][CH2:9]2)[C:5]([N+:17]([O-:19])=[O:18])=[CH:4][CH:3]=1.C[Si](C)(C)C#CC=C1CCNCC1.[CH2:33]([O:35][C:36]1[CH:37]=[C:38](Br)[CH:39]=[CH:40][CH:41]=1)[CH3:34].O.[F-].C([N+](CCCC)(CCCC)CCCC)CCC. No catalyst specified. The product is [CH2:33]([O:35][C:36]1[CH:41]=[C:40]([C:16]#[C:15][CH:14]=[C:11]2[CH2:12][CH2:13][N:8]([C:6]3[C:5]([N+:17]([O-:19])=[O:18])=[CH:4][CH:3]=[C:2]([CH3:1])[N:7]=3)[CH2:9][CH2:10]2)[CH:39]=[CH:38][CH:37]=1)[CH3:34]. (8) The reactants are [F:1][C:2]1[C:14]2[NH:13][C:12]3[C:7](=[C:8]([OH:15])[CH:9]=[CH:10][CH:11]=3)[C:6]=2[CH:5]=[CH:4][CH:3]=1.[CH2:16]1[O:18][C@H:17]1[CH2:19]OS(C1C=C([N+]([O-])=O)C=CC=1)(=O)=O. No catalyst specified. The product is [CH2:19]([O:15][C:8]1[CH:9]=[CH:10][CH:11]=[C:12]2[C:7]=1[C:6]1[CH:5]=[CH:4][CH:3]=[C:2]([F:1])[C:14]=1[NH:13]2)[CH:17]1[O:18][CH2:16]1. The yield is 0.650.